From a dataset of Reaction yield outcomes from USPTO patents with 853,638 reactions. Predict the reaction yield, written as a fraction of the theoretical maximum amount of product (1.0 means a 100% yield; for example, 0.34 means a 34% yield). (1) The reactants are OO.[CH3:3][C:4]1[CH:5]=[CH:6][C:7]([N:10]2[CH:14]=[CH:13][C:12]([C:15]([F:18])([F:17])[F:16])=[N:11]2)=[N:8][CH:9]=1.C1CCCCC1.C(OCC)(=[O:27])C. The catalyst is FC(F)(F)C(O)=O.O.[O-][W]([O-])(=O)=O.[Na+].[Na+]. The product is [CH3:3][C:4]1[CH:5]=[CH:6][C:7]([N:10]2[CH:14]=[CH:13][C:12]([C:15]([F:16])([F:18])[F:17])=[N:11]2)=[N+:8]([O-:27])[CH:9]=1. The yield is 0.600. (2) The reactants are [Br:1][C:2]1[CH:14]=[CH:13][C:12]2[C:11]3[C:6](=[CH:7][CH:8]=[CH:9][CH:10]=3)[CH2:5][C:4]=2[CH:3]=1.CS(C)=O.[OH-].[Na+].[CH2:21](Br)[CH2:22][CH2:23][CH2:24][CH2:25][CH2:26][CH2:27][CH3:28]. The catalyst is [Cl-].C([N+](CC)(CC)CC)C1C=CC=CC=1.CCCCCC.O.CCOCC. The product is [Br:1][C:2]1[CH:14]=[CH:13][C:12]2[C:11]3[C:6](=[CH:7][CH:8]=[CH:9][CH:10]=3)[C:5]([CH2:13][CH2:14][CH2:2][CH2:3][CH2:4][CH2:12][CH2:11][CH3:10])([CH2:21][CH2:22][CH2:23][CH2:24][CH2:25][CH2:26][CH2:27][CH3:28])[C:4]=2[CH:3]=1. The yield is 0.780.